This data is from Full USPTO retrosynthesis dataset with 1.9M reactions from patents (1976-2016). The task is: Predict the reactants needed to synthesize the given product. (1) Given the product [N:1]12[CH2:8][CH2:7][CH:4]([CH2:5][CH2:6]1)[C@@H:3]([OH:9])[CH2:2]2, predict the reactants needed to synthesize it. The reactants are: [N:1]12[CH2:8][CH2:7][CH:4]([CH2:5][CH2:6]1)[C:3](=[O:9])[CH2:2]2.CC(C)([O-])C.[K+].CC(O)C. (2) Given the product [CH2:18]([O:17][C:15](=[O:16])[CH:14]=[C:8]1[C:9]2[C:5](=[CH:4][C:3]([O:2][CH3:1])=[CH:11][CH:10]=2)[CH2:6][CH2:7]1)[CH3:19], predict the reactants needed to synthesize it. The reactants are: [CH3:1][O:2][C:3]1[CH:4]=[C:5]2[C:9](=[CH:10][CH:11]=1)[C:8](=O)[CH2:7][CH2:6]2.Br[CH2:14][C:15]([O:17][CH2:18][CH3:19])=[O:16]. (3) Given the product [NH2:20][C:5]1[CH:4]=[CH:3][C:2]([Br:1])=[CH:7][C:6]=1[NH:8][CH:9]1[CH2:12][N:11]([C:13]([O:15][C:16]([CH3:19])([CH3:18])[CH3:17])=[O:14])[CH2:10]1, predict the reactants needed to synthesize it. The reactants are: [Br:1][C:2]1[CH:3]=[CH:4][C:5]([N+:20]([O-])=O)=[C:6]([NH:8][CH:9]2[CH2:12][N:11]([C:13]([O:15][C:16]([CH3:19])([CH3:18])[CH3:17])=[O:14])[CH2:10]2)[CH:7]=1.[NH4+].[Cl-]. (4) Given the product [N:1]([C@H:4]1[CH2:9][CH2:8][CH2:7][CH2:6][C@H:5]1[N:32]1[CH2:33][CH2:34][CH:29]([CH2:28][C:27]2[CH:26]=[CH:25][C:24]([Cl:23])=[CH:36][CH:35]=2)[CH2:30][CH2:31]1)=[N+:2]=[N-:3], predict the reactants needed to synthesize it. The reactants are: [N:1]([C@@H:4]1[CH2:9][CH2:8][CH2:7][CH2:6][C@H:5]1OS(C1C=CC([N+]([O-])=O)=CC=1)(=O)=O)=[N+:2]=[N-:3].[Cl:23][C:24]1[CH:36]=[CH:35][C:27]([CH2:28][CH:29]2[CH2:34][CH2:33][NH:32][CH2:31][CH2:30]2)=[CH:26][CH:25]=1.CCN(CC)CC. (5) Given the product [F:1][C:2]([F:18])([F:19])[C:3]1[CH:8]=[CH:7][C:6]([C:9]([F:11])([F:10])[F:12])=[CH:5][C:4]=1[CH2:13][CH2:14][C:15]([NH:32][CH2:31][CH2:30][C:24]1[CH:25]=[CH:26][C:27]([O:28][CH3:29])=[C:22]([O:21][CH3:20])[CH:23]=1)=[O:16], predict the reactants needed to synthesize it. The reactants are: [F:1][C:2]([F:19])([F:18])[C:3]1[CH:8]=[CH:7][C:6]([C:9]([F:12])([F:11])[F:10])=[CH:5][C:4]=1[CH2:13][CH2:14][C:15](O)=[O:16].[CH3:20][O:21][C:22]1[CH:23]=[C:24]([CH2:30][CH2:31][NH2:32])[CH:25]=[CH:26][C:27]=1[O:28][CH3:29]. (6) Given the product [C:8]1([C:14]2[CH:15]=[C:16]3[C:20](=[CH:21][CH:22]=2)[N:19]([CH2:29][CH2:30][CH2:31][O:32][C:33]([C:46]2[CH:51]=[CH:50][CH:49]=[CH:48][CH:47]=2)([C:34]2[CH:35]=[CH:36][CH:37]=[CH:38][CH:39]=2)[C:40]2[CH:45]=[CH:44][CH:43]=[CH:42][CH:41]=2)[C:18]([C:23]([O:25][CH2:26][CH3:27])=[O:24])=[CH:17]3)[CH:9]=[CH:10][CH:11]=[CH:12][CH:13]=1, predict the reactants needed to synthesize it. The reactants are: [H-].[Na+].CN(C=O)C.[C:8]1([C:14]2[CH:15]=[C:16]3[C:20](=[CH:21][CH:22]=2)[NH:19][C:18]([C:23]([O:25][CH2:26][CH3:27])=[O:24])=[CH:17]3)[CH:13]=[CH:12][CH:11]=[CH:10][CH:9]=1.Br[CH2:29][CH2:30][CH2:31][O:32][C:33]([C:46]1[CH:51]=[CH:50][CH:49]=[CH:48][CH:47]=1)([C:40]1[CH:45]=[CH:44][CH:43]=[CH:42][CH:41]=1)[C:34]1[CH:39]=[CH:38][CH:37]=[CH:36][CH:35]=1. (7) The reactants are: Br[C:2]1[CH:7]=[CH:6][CH:5]=[CH:4][C:3]=1[S:8]([NH:11][C@@H:12]([CH3:15])[CH2:13][OH:14])(=[O:10])=[O:9].[NH2:16][C:17]1[C:18]([C:39]#[N:40])=[N:19][C:20]([C:23]2[CH:28]=[CH:27][C:26](B3OC(C)(C)C(C)(C)O3)=[CH:25][C:24]=2[F:38])=[CH:21][N:22]=1. Given the product [NH2:16][C:17]1[N:22]=[CH:21][C:20]([C:23]2[CH:28]=[CH:27][C:26]([C:2]3[C:3]([S:8]([NH:11][C@H:12]([CH3:15])[CH2:13][OH:14])(=[O:10])=[O:9])=[CH:4][CH:5]=[CH:6][CH:7]=3)=[CH:25][C:24]=2[F:38])=[N:19][C:18]=1[C:39]#[N:40], predict the reactants needed to synthesize it. (8) Given the product [Br:18][C:19]1[CH:24]=[CH:23][C:22]([S:25]([NH:1][C:2]2[CH:7]=[CH:6][C:5]([Cl:8])=[CH:4][C:3]=2[C:9]([C:11]2[CH:12]=[N:13][C:14]([CH3:17])=[CH:15][CH:16]=2)=[O:10])(=[O:27])=[O:26])=[CH:21][C:20]=1[F:29], predict the reactants needed to synthesize it. The reactants are: [NH2:1][C:2]1[CH:7]=[CH:6][C:5]([Cl:8])=[CH:4][C:3]=1[C:9]([C:11]1[CH:12]=[N:13][C:14]([CH3:17])=[CH:15][CH:16]=1)=[O:10].[Br:18][C:19]1[CH:24]=[CH:23][C:22]([S:25](Cl)(=[O:27])=[O:26])=[CH:21][C:20]=1[F:29]. (9) Given the product [C:20]([O:17][C:16]([C:10]1[N:11]=[N:12][C:13]([Cl:15])=[CH:14][C:9]=1[NH:8][C:5]1[CH:6]=[CH:7][C:2]([Br:1])=[CH:3][C:4]=1[F:19])=[O:18])([CH3:23])([CH3:22])[CH3:21], predict the reactants needed to synthesize it. The reactants are: [Br:1][C:2]1[CH:7]=[CH:6][C:5]([NH:8][C:9]2[CH:14]=[C:13]([Cl:15])[N:12]=[N:11][C:10]=2[C:16]([OH:18])=[O:17])=[C:4]([F:19])[CH:3]=1.[C:20](OC(=NC(C)C)NC(C)C)([CH3:23])([CH3:22])[CH3:21]. (10) Given the product [CH3:21][C:22]([CH3:44])([CH2:28][C:29]1[S:14][C:33]([C:35]2[CH:40]=[CH:39][C:38]([N+:41]([O-:43])=[O:42])=[CH:37][CH:36]=2)=[CH:32][N:31]=1)[CH2:23][C:24]([O:26][CH3:27])=[O:25], predict the reactants needed to synthesize it. The reactants are: [N+](C1C=CC(C2[S:14]C(CCC(OC)=O)=NC=2)=CC=1)([O-])=O.[CH3:21][C:22]([CH3:44])([CH2:28][C:29]([NH:31][CH2:32][C:33]([C:35]1[CH:40]=[CH:39][C:38]([N+:41]([O-:43])=[O:42])=[CH:37][CH:36]=1)=O)=O)[CH2:23][C:24]([O:26][CH3:27])=[O:25].COC1C=CC(P2(SP(C3C=CC(OC)=CC=3)(=S)S2)=S)=CC=1.